From a dataset of Forward reaction prediction with 1.9M reactions from USPTO patents (1976-2016). Predict the product of the given reaction. (1) Given the reactants [Cl:1][C:2]1[CH:3]=[C:4]([C:9]2([C:23]([F:26])([F:25])[F:24])[O:13][N:12]=[C:11]([C:14]3[CH:21]=[CH:20][C:17]([CH:18]=[O:19])=[C:16]([CH3:22])[CH:15]=3)[CH2:10]2)[CH:5]=[C:6]([Cl:8])[CH:7]=1.[Cl-].[Li+].[CH3:29][Mg]Br, predict the reaction product. The product is: [Cl:1][C:2]1[CH:3]=[C:4]([C:9]2([C:23]([F:24])([F:26])[F:25])[O:13][N:12]=[C:11]([C:14]3[CH:21]=[CH:20][C:17]([CH:18]([OH:19])[CH3:29])=[C:16]([CH3:22])[CH:15]=3)[CH2:10]2)[CH:5]=[C:6]([Cl:8])[CH:7]=1. (2) Given the reactants [Cl:1][C:2]1[C:11]2[N:10]([CH3:12])[O:9][C@H:8]3[NH:13][C@H:14]([C:16]([O:18][C@@H:19]4[C@:28]5([OH:29])[C@@H:23]([C@H:24]([CH:31]([CH3:34])C=O)[CH2:25][CH2:26][C@H:27]5[CH3:30])[CH:22]=[C:21]([CH3:35])[C@H:20]4[O:36][C:37](=[O:39])[CH3:38])=[O:17])[CH2:15][C@@:7]3([OH:40])[C:6]=2[CH:5]=[CH:4][CH:3]=1.[C:41]([CH:46]=P(C1C=CC=CC=1)(C1C=CC=CC=1)C1C=CC=CC=1)([O:43][CH2:44][CH3:45])=[O:42].[C:66]1(C)C=CC=CC=1, predict the reaction product. The product is: [Cl:1][C:2]1[C:11]2[N:10]([CH3:12])[O:9][C@H:8]3[NH:13][C@H:14]([C:16]([O:18][C@@H:19]4[C@:28]5([OH:29])[C@@H:23]([C@H:24]([CH:31]([CH3:34])[CH:66]=[CH:46][C:41]([O:43][CH2:44][CH3:45])=[O:42])[CH2:25][CH2:26][C@H:27]5[CH3:30])[CH:22]=[C:21]([CH3:35])[C@H:20]4[O:36][C:37](=[O:39])[CH3:38])=[O:17])[CH2:15][C@@:7]3([OH:40])[C:6]=2[CH:5]=[CH:4][CH:3]=1. (3) Given the reactants [C:1]1([C:29]2[CH:34]=[CH:33][CH:32]=[CH:31][CH:30]=2)[CH:6]=[CH:5][C:4]([N:7]([C:17]2[CH:22]=[CH:21][C:20]([C:23]3[CH:28]=[CH:27][CH:26]=[CH:25][CH:24]=3)=[CH:19][CH:18]=2)[C:8]2[CH:13]=[CH:12][C:11](B(O)O)=[CH:10][CH:9]=2)=[CH:3][CH:2]=1.Br[C:36]1[CH:45]=[C:44]([C:46]([O:48][CH3:49])=[O:47])[C:43]([N:50]2[C:62]3[CH:61]=[CH:60][CH:59]=[CH:58][C:57]=3[C:56]3[C:51]2=[CH:52][CH:53]=[CH:54][CH:55]=3)=[CH:42][C:37]=1[C:38]([O:40][CH3:41])=[O:39].C(=O)([O-])[O-].[K+].[K+].N#N, predict the reaction product. The product is: [C:1]1([C:29]2[CH:34]=[CH:33][CH:32]=[CH:31][CH:30]=2)[CH:6]=[CH:5][C:4]([N:7]([C:17]2[CH:22]=[CH:21][C:20]([C:23]3[CH:28]=[CH:27][CH:26]=[CH:25][CH:24]=3)=[CH:19][CH:18]=2)[C:8]2[CH:13]=[CH:12][C:11]([C:36]3[C:37]([C:38]([O:40][CH3:41])=[O:39])=[CH:42][C:43]([N:50]4[C:62]5[CH:61]=[CH:60][CH:59]=[CH:58][C:57]=5[C:56]5[C:51]4=[CH:52][CH:53]=[CH:54][CH:55]=5)=[C:44]([C:46]([O:48][CH3:49])=[O:47])[CH:45]=3)=[CH:10][CH:9]=2)=[CH:3][CH:2]=1. (4) Given the reactants [C:1]([C:4]1[CH:9]=[CH:8][CH:7]=[CH:6][C:5]=1B(O)O)(=[O:3])[CH3:2].Br[C:14]1[CH:19]=[CH:18][C:17]([C:20]2[O:21][C:22]([CH3:33])=[C:23]([CH2:25][CH2:26][N:27]3[CH2:31][CH2:30][CH2:29][C@H:28]3[CH3:32])[N:24]=2)=[CH:16][CH:15]=1, predict the reaction product. The product is: [CH3:33][C:22]1[O:21][C:20]([C:17]2[CH:18]=[CH:19][C:14]([C:5]3[CH:6]=[CH:7][CH:8]=[CH:9][C:4]=3[C:1](=[O:3])[CH3:2])=[CH:15][CH:16]=2)=[N:24][C:23]=1[CH2:25][CH2:26][N:27]1[CH2:31][CH2:30][CH2:29][C@H:28]1[CH3:32]. (5) Given the reactants [Cl:1][C:2]1[CH:10]=[CH:9][C:8]2[NH:7][C:6]3[CH2:11][CH2:12][N:13]([CH3:15])[CH2:14][C:5]=3[C:4]=2[CH:3]=1.[CH:16]([C:18]1[CH:23]=[CH:22][CH:21]=[CH:20][N:19]=1)=[CH2:17].[Na], predict the reaction product. The product is: [Cl:1][C:2]1[CH:10]=[CH:9][C:8]2[N:7]([CH2:17][CH2:16][C:18]3[CH:23]=[CH:22][CH:21]=[CH:20][N:19]=3)[C:6]3[CH2:11][CH2:12][N:13]([CH3:15])[CH2:14][C:5]=3[C:4]=2[CH:3]=1. (6) Given the reactants [ClH:1].Cl.[NH2:3][C@:4]1([C:15]([OH:17])=[O:16])[C@@H:8]([CH2:9][CH2:10][CH2:11][B:12]([OH:14])[OH:13])[CH2:7][NH:6][CH2:5]1.CCN(CC)CC.[F:25][C:26]1[CH:31]=[CH:30][C:29]([N:32]=[C:33]=[O:34])=[CH:28][CH:27]=1.Cl, predict the reaction product. The product is: [ClH:1].[NH2:3][C@:4]1([C:15]([OH:17])=[O:16])[C@@H:8]([CH2:9][CH2:10][CH2:11][B:12]([OH:14])[OH:13])[CH2:7][N:6]([C:33](=[O:34])[NH:32][C:29]2[CH:30]=[CH:31][C:26]([F:25])=[CH:27][CH:28]=2)[CH2:5]1. (7) Given the reactants C(N(CC)CC)C.C(Cl)Cl.[CH2:11]([N:15]1[C:23]([N:24]2[CH2:29][CH2:28][NH:27][C@H:26]([CH3:30])[CH2:25]2)=[N:22][C:21]2[C:16]1=[N:17][C:18]([C:37]1[CH:38]=[N:39][C:40]([NH2:43])=[N:41][CH:42]=1)=[N:19][C:20]=2[N:31]1[CH2:36][CH2:35][O:34][CH2:33][CH2:32]1)[CH:12]([CH3:14])[CH3:13].[C:44](OC(=O)C)(=[O:46])[CH3:45], predict the reaction product. The product is: [C:44]([N:27]1[CH2:28][CH2:29][N:24]([C:23]2[N:15]([CH2:11][CH:12]([CH3:14])[CH3:13])[C:16]3[C:21]([N:22]=2)=[C:20]([N:31]2[CH2:36][CH2:35][O:34][CH2:33][CH2:32]2)[N:19]=[C:18]([C:37]2[CH:42]=[N:41][C:40]([NH2:43])=[N:39][CH:38]=2)[N:17]=3)[CH2:25][C@H:26]1[CH3:30])(=[O:46])[CH3:45]. (8) Given the reactants Cl[C:2]1[CH:7]=[CH:6][N:5]2[C:8]([C:11]3[CH:16]=[CH:15][C:14]([NH2:17])=[CH:13][CH:12]=3)=[CH:9][N:10]=[C:4]2[CH:3]=1.[N:18]1[CH:23]=[CH:22][CH:21]=[C:20](B(O)O)[CH:19]=1.P([O-])([O-])([O-])=O.[K+].[K+].[K+].C1(P(C2CCCCC2)C2C=CC=CC=2C2C(OC)=CC=CC=2OC)CCCCC1, predict the reaction product. The product is: [N:18]1[CH:23]=[CH:22][CH:21]=[C:20]([C:2]2[CH:7]=[CH:6][N:5]3[C:8]([C:11]4[CH:16]=[CH:15][C:14]([NH2:17])=[CH:13][CH:12]=4)=[CH:9][N:10]=[C:4]3[CH:3]=2)[CH:19]=1. (9) Given the reactants [Br:1][C:2]1[CH:13]=[CH:12][C:5]2[O:6][C:7]([CH3:11])([CH3:10])[CH2:8][NH:9][C:4]=2[CH:3]=1.N1C=CC=CC=1.[F:20][C:21]1[CH:26]=[CH:25][C:24]([S:27](Cl)(=[O:29])=[O:28])=[CH:23][CH:22]=1, predict the reaction product. The product is: [Br:1][C:2]1[CH:13]=[CH:12][C:5]2[O:6][C:7]([CH3:10])([CH3:11])[CH2:8][N:9]([S:27]([C:24]3[CH:25]=[CH:26][C:21]([F:20])=[CH:22][CH:23]=3)(=[O:29])=[O:28])[C:4]=2[CH:3]=1.